This data is from NCI-60 drug combinations with 297,098 pairs across 59 cell lines. The task is: Regression. Given two drug SMILES strings and cell line genomic features, predict the synergy score measuring deviation from expected non-interaction effect. (1) Drug 1: CC1=C2C(C(=O)C3(C(CC4C(C3C(C(C2(C)C)(CC1OC(=O)C(C(C5=CC=CC=C5)NC(=O)OC(C)(C)C)O)O)OC(=O)C6=CC=CC=C6)(CO4)OC(=O)C)OC)C)OC. Drug 2: C1C(C(OC1N2C=NC3=C(N=C(N=C32)Cl)N)CO)O. Cell line: HCC-2998. Synergy scores: CSS=66.2, Synergy_ZIP=9.57, Synergy_Bliss=6.71, Synergy_Loewe=-6.54, Synergy_HSA=9.15. (2) Cell line: ACHN. Drug 1: COCCOC1=C(C=C2C(=C1)C(=NC=N2)NC3=CC=CC(=C3)C#C)OCCOC.Cl. Synergy scores: CSS=58.6, Synergy_ZIP=-6.95, Synergy_Bliss=-8.88, Synergy_Loewe=-2.90, Synergy_HSA=-1.85. Drug 2: CC1C(C(CC(O1)OC2CC(CC3=C2C(=C4C(=C3O)C(=O)C5=CC=CC=C5C4=O)O)(C(=O)C)O)N)O. (3) Drug 1: C1=CN(C(=O)N=C1N)C2C(C(C(O2)CO)O)O.Cl. Drug 2: C1C(C(OC1N2C=NC(=NC2=O)N)CO)O. Cell line: MCF7. Synergy scores: CSS=4.10, Synergy_ZIP=1.23, Synergy_Bliss=-3.23, Synergy_Loewe=-3.27, Synergy_HSA=-1.60. (4) Drug 1: CC1CCC2CC(C(=CC=CC=CC(CC(C(=O)C(C(C(=CC(C(=O)CC(OC(=O)C3CCCCN3C(=O)C(=O)C1(O2)O)C(C)CC4CCC(C(C4)OC)O)C)C)O)OC)C)C)C)OC. Drug 2: C(CN)CNCCSP(=O)(O)O. Cell line: HL-60(TB). Synergy scores: CSS=6.44, Synergy_ZIP=-4.89, Synergy_Bliss=-2.85, Synergy_Loewe=-2.40, Synergy_HSA=-0.591. (5) Drug 1: CCC1(C2=C(COC1=O)C(=O)N3CC4=CC5=C(C=CC(=C5CN(C)C)O)N=C4C3=C2)O.Cl. Drug 2: C1C(C(OC1N2C=NC(=NC2=O)N)CO)O. Synergy scores: CSS=41.6, Synergy_ZIP=-6.17, Synergy_Bliss=-3.30, Synergy_Loewe=2.33, Synergy_HSA=3.49. Cell line: NCI-H522. (6) Drug 1: C1CN1C2=NC(=NC(=N2)N3CC3)N4CC4. Drug 2: CC(C)CN1C=NC2=C1C3=CC=CC=C3N=C2N. Cell line: NCI-H460. Synergy scores: CSS=63.2, Synergy_ZIP=3.53, Synergy_Bliss=5.30, Synergy_Loewe=2.33, Synergy_HSA=5.47.